Task: Predict the reactants needed to synthesize the given product.. Dataset: Full USPTO retrosynthesis dataset with 1.9M reactions from patents (1976-2016) (1) Given the product [CH3:1][N:2]1[C:10]2[C:5](=[CH:6][CH:7]=[CH:8][CH:9]=2)[CH:4]=[C:3]1[C:11]([NH:13][C@H:14]([C:16]([NH:18][C@H:19]([CH:24]=[O:25])[CH2:20][C:21]([OH:23])=[O:22])=[O:17])[CH2:15][C:35]1[CH:34]=[CH:5][CH:4]=[CH:3][CH:11]=1)=[O:12], predict the reactants needed to synthesize it. The reactants are: [CH3:1][N:2]1[C:10]2[C:5](=[CH:6][CH:7]=[CH:8][CH:9]=2)[CH:4]=[C:3]1[C:11]([N:13](C1C=CC=CC=1)[C@H:14]([C:16]([NH:18][C@H:19]([CH:24]=[O:25])[CH2:20][C:21]([OH:23])=[O:22])=[O:17])[CH3:15])=[O:12].C=O.[C:34](O)(=O)[CH3:35]. (2) Given the product [CH2:29]([N:31]([CH2:32][CH3:33])[S:11]([C:8]1[CH:9]=[CH:10][C:5]([O:4][CH2:1][CH2:2][CH3:3])=[C:6]([C:15]2[NH:20][C:19](=[O:21])[C:18]3=[C:22]([CH3:28])[N:23]=[C:24]([CH2:25][CH2:26][CH3:27])[N:17]3[N:16]=2)[CH:7]=1)(=[O:13])=[O:12])[CH3:30], predict the reactants needed to synthesize it. The reactants are: [CH2:1]([O:4][C:5]1[CH:10]=[CH:9][C:8]([S:11](Cl)(=[O:13])=[O:12])=[CH:7][C:6]=1[C:15]1[NH:20][C:19](=[O:21])[C:18]2=[C:22]([CH3:28])[N:23]=[C:24]([CH2:25][CH2:26][CH3:27])[N:17]2[N:16]=1)[CH2:2][CH3:3].[CH2:29]([NH:31][CH2:32][CH3:33])[CH3:30].CN1C(=O)C2=CN=C(CCC)N2N=C1C1C(OCCC)=CC=C(S(N)(=O)=O)C=1. (3) Given the product [Cl:1][C:2]1[CH:3]=[C:4]([NH:19][C:20]2[C:30]3[CH:29]=[C:28]([C:31]([NH:35][CH2:36][CH2:37][S:38]([CH2:41][CH2:42][OH:43])(=[O:40])=[O:39])=[O:32])[CH2:27][CH2:26][NH:25][C:24]=3[N:23]=[CH:22][N:21]=2)[CH:5]=[CH:6][C:7]=1[O:8][C:9]1[CH:14]=[CH:13][CH:12]=[C:11]([C:15]([F:18])([F:17])[F:16])[CH:10]=1, predict the reactants needed to synthesize it. The reactants are: [Cl:1][C:2]1[CH:3]=[C:4]([NH:19][C:20]2[C:30]3[CH:29]=[C:28]([C:31](O)=[O:32])[CH2:27][CH2:26][NH:25][C:24]=3[N:23]=[CH:22][N:21]=2)[CH:5]=[CH:6][C:7]=1[O:8][C:9]1[CH:14]=[CH:13][CH:12]=[C:11]([C:15]([F:18])([F:17])[F:16])[CH:10]=1.Cl.[NH2:35][CH2:36][CH2:37][S:38]([CH2:41][CH2:42][OH:43])(=[O:40])=[O:39].Cl.C(N=C=NCCCN(C)C)C.O.ON1C2C=CC=CC=2N=N1. (4) Given the product [F:1][C:2]1[C:10]([F:11])=[CH:9][C:8]([I:12])=[CH:7][C:3]=1[CH2:4][OH:5], predict the reactants needed to synthesize it. The reactants are: [F:1][C:2]1[C:10]([F:11])=[CH:9][C:8]([I:12])=[CH:7][C:3]=1[C:4](O)=[O:5].